From a dataset of Catalyst prediction with 721,799 reactions and 888 catalyst types from USPTO. Predict which catalyst facilitates the given reaction. Reactant: C(OC([N:8]1[CH2:13][CH2:12][N:11]2[N:14]=[C:15]([C:17]([F:20])([F:19])[F:18])[N:16]=[C:10]2[CH:9]1[CH3:21])=O)(C)(C)C.[ClH:22]. Product: [ClH:22].[CH3:21][CH:9]1[NH:8][CH2:13][CH2:12][N:11]2[N:14]=[C:15]([C:17]([F:20])([F:18])[F:19])[N:16]=[C:10]12. The catalyst class is: 5.